This data is from NCI-60 drug combinations with 297,098 pairs across 59 cell lines. The task is: Regression. Given two drug SMILES strings and cell line genomic features, predict the synergy score measuring deviation from expected non-interaction effect. (1) Drug 1: CCCS(=O)(=O)NC1=C(C(=C(C=C1)F)C(=O)C2=CNC3=C2C=C(C=N3)C4=CC=C(C=C4)Cl)F. Drug 2: C1=CC(=CC=C1CCC2=CNC3=C2C(=O)NC(=N3)N)C(=O)NC(CCC(=O)O)C(=O)O. Cell line: NCI-H322M. Synergy scores: CSS=-1.94, Synergy_ZIP=0.0896, Synergy_Bliss=-3.26, Synergy_Loewe=-18.3, Synergy_HSA=-8.97. (2) Drug 1: C#CCC(CC1=CN=C2C(=N1)C(=NC(=N2)N)N)C3=CC=C(C=C3)C(=O)NC(CCC(=O)O)C(=O)O. Drug 2: CC(C)CN1C=NC2=C1C3=CC=CC=C3N=C2N. Cell line: MDA-MB-435. Synergy scores: CSS=-9.74, Synergy_ZIP=6.39, Synergy_Bliss=2.71, Synergy_Loewe=-3.28, Synergy_HSA=-5.72. (3) Drug 1: COC1=C(C=C2C(=C1)N=CN=C2NC3=CC(=C(C=C3)F)Cl)OCCCN4CCOCC4. Drug 2: C1CCC(CC1)NC(=O)N(CCCl)N=O. Cell line: OVCAR-8. Synergy scores: CSS=28.8, Synergy_ZIP=-8.12, Synergy_Bliss=-1.80, Synergy_Loewe=-14.8, Synergy_HSA=0.251. (4) Cell line: HOP-62. Drug 1: CC1=C(C=C(C=C1)NC2=NC=CC(=N2)N(C)C3=CC4=NN(C(=C4C=C3)C)C)S(=O)(=O)N.Cl. Synergy scores: CSS=46.2, Synergy_ZIP=-0.0986, Synergy_Bliss=1.07, Synergy_Loewe=-30.3, Synergy_HSA=2.45. Drug 2: C1=CN(C(=O)N=C1N)C2C(C(C(O2)CO)O)O.Cl. (5) Drug 1: COC1=NC(=NC2=C1N=CN2C3C(C(C(O3)CO)O)O)N. Drug 2: COC1=C2C(=CC3=C1OC=C3)C=CC(=O)O2. Cell line: MCF7. Synergy scores: CSS=-5.70, Synergy_ZIP=2.88, Synergy_Bliss=0.487, Synergy_Loewe=-8.67, Synergy_HSA=-8.48.